This data is from NCI-60 drug combinations with 297,098 pairs across 59 cell lines. The task is: Regression. Given two drug SMILES strings and cell line genomic features, predict the synergy score measuring deviation from expected non-interaction effect. Drug 1: C1=CC=C(C=C1)NC(=O)CCCCCCC(=O)NO. Drug 2: C1=CN(C=N1)CC(O)(P(=O)(O)O)P(=O)(O)O. Cell line: EKVX. Synergy scores: CSS=2.32, Synergy_ZIP=-1.03, Synergy_Bliss=-1.80, Synergy_Loewe=-0.804, Synergy_HSA=-2.20.